This data is from Full USPTO retrosynthesis dataset with 1.9M reactions from patents (1976-2016). The task is: Predict the reactants needed to synthesize the given product. (1) Given the product [F:1][C:2]1[CH:3]=[C:4]([C:11]2[CH:12]=[CH:13][C:14]([CH:17]([C:28]3[CH:33]=[CH:32][CH:31]=[CH:30][C:29]=3[CH3:34])[CH2:18][C:19](=[N:36][OH:37])[C:21]3[CH:26]=[CH:25][N:24]=[C:23]([CH3:27])[CH:22]=3)=[CH:15][CH:16]=2)[CH:5]=[CH:6][C:7]=1[C:8]([OH:10])=[O:9], predict the reactants needed to synthesize it. The reactants are: [F:1][C:2]1[CH:3]=[C:4]([C:11]2[CH:16]=[CH:15][C:14]([CH:17]([C:28]3[CH:33]=[CH:32][CH:31]=[CH:30][C:29]=3[CH3:34])[CH2:18][C:19]([C:21]3[CH:26]=[CH:25][N:24]=[C:23]([CH3:27])[CH:22]=3)=O)=[CH:13][CH:12]=2)[CH:5]=[CH:6][C:7]=1[C:8]([OH:10])=[O:9].Cl.[NH2:36][OH:37].C([O-])(O)=O.[Na+]. (2) Given the product [C:10]([O:13][C:14]([N:3]1[CH2:4][C@@H:5]([CH3:8])[NH:6][CH2:7][C@@H:2]1[CH3:1])=[O:15])([CH3:12])([CH3:11])[CH3:9], predict the reactants needed to synthesize it. The reactants are: [CH3:1][C@H:2]1[CH2:7][NH:6][C@H:5]([CH3:8])[CH2:4][NH:3]1.[CH3:9][C:10]([O:13][C:14](O[C:14]([O:13][C:10]([CH3:12])([CH3:11])[CH3:9])=[O:15])=[O:15])([CH3:12])[CH3:11].CCN(CC)CC. (3) Given the product [F:18][C:10]1[CH:11]=[C:12]([N+:15]([O-:17])=[O:16])[CH:13]=[CH:14][C:9]=1[O:8][C:6]1[CH:5]=[CH:4][N:3]=[C:2]([NH:1][C:20]([N:33]2[CH2:34][CH2:35][CH:30]([OH:29])[CH2:31][CH2:32]2)=[O:21])[CH:7]=1, predict the reactants needed to synthesize it. The reactants are: [NH2:1][C:2]1[CH:7]=[C:6]([O:8][C:9]2[CH:14]=[CH:13][C:12]([N+:15]([O-:17])=[O:16])=[CH:11][C:10]=2[F:18])[CH:5]=[CH:4][N:3]=1.Cl[C:20](OC1C=CC=CC=1)=[O:21].[OH:29][CH:30]1[CH2:35][CH2:34][NH:33][CH2:32][CH2:31]1.[Cl-].[NH4+]. (4) Given the product [Br:25][C:19]1[C:20]([C:21]([O:23][CH3:24])=[O:22])=[C:16]([NH:15][C:12](=[O:14])[CH2:11][C:6]2[CH:7]=[CH:8][CH:9]=[C:10]3[C:5]=2[CH:4]=[CH:3][CH:2]=[N:1]3)[S:17][CH:18]=1, predict the reactants needed to synthesize it. The reactants are: [N:1]1[C:10]2[C:5](=[C:6]([CH2:11][C:12]([OH:14])=O)[CH:7]=[CH:8][CH:9]=2)[CH:4]=[CH:3][CH:2]=1.[NH2:15][C:16]1[S:17][CH:18]=[C:19]([Br:25])[C:20]=1[C:21]([O:23][CH3:24])=[O:22].